From a dataset of Full USPTO retrosynthesis dataset with 1.9M reactions from patents (1976-2016). Predict the reactants needed to synthesize the given product. (1) Given the product [CH3:22][CH:20]([CH3:21])[CH2:19][C@H:18]([NH:17][C:16]([C:64]1[S:60][C:61]2[CH:71]=[CH:70][CH:69]=[CH:68][C:62]=2[CH:63]=1)=[O:35])[C:23](=[O:34])[NH:24][CH:25]1[CH2:31][CH:30]([CH3:32])[CH2:29][N:28]([S:7]([C:54]2[CH:55]=[CH:56][CH:50]=[CH:52][N:53]=2)(=[O:9])=[O:8])[CH2:27][C:26]1=[O:33], predict the reactants needed to synthesize it. The reactants are: C1([S:7](Cl)(=[O:9])=[O:8])C=CC=CC=1.C(O[C:16](=[O:35])[NH:17][C@H:18]([C:23](=[O:34])[NH:24][CH:25]1[CH2:31][CH:30]([CH3:32])[CH2:29][NH:28][CH2:27][CH:26]1[OH:33])[CH2:19][CH:20]([CH3:22])[CH3:21])(C)(C)C.C(O[C:52](=O)[NH:53][C@H:54](C(=O)N[CH:50]1[CH2:56][CH2:55][CH2:54][NH:53][CH2:52]C1O)[CH2:55][CH:56](C)[CH3:50])(C)(C)C.[S:60]1[C:64](C(O)=O)=[CH:63][C:62]2[CH:68]=[CH:69][CH:70]=[CH:71][C:61]1=2.O1C2C=CC(C(O)=O)=CC=2OC1. (2) Given the product [CH2:14]1[C:22]2[C:17](=[CH:18][CH:19]=[CH:20][CH:21]=2)[CH2:16][N:15]1[CH2:3][CH:2]([CH:4]1[CH2:13][CH2:12][C:7]2([O:11][CH2:10][CH2:9][O:8]2)[CH2:6][CH2:5]1)[OH:1], predict the reactants needed to synthesize it. The reactants are: [O:1]1[CH2:3][CH:2]1[CH:4]1[CH2:13][CH2:12][C:7]2([O:11][CH2:10][CH2:9][O:8]2)[CH2:6][CH2:5]1.[CH2:14]1[C:22]2[C:17](=[CH:18][CH:19]=[CH:20][CH:21]=2)[CH2:16][NH:15]1.FC(F)(F)S([O-])(=O)=O.[Ca+2].FC(F)(F)S([O-])(=O)=O. (3) Given the product [F:1][C:2]1[C:7]([F:8])=[CH:6][CH:5]=[CH:4][C:3]=1[C:9]1([O:14][CH3:15])[CH2:13][CH2:12][N:11]([CH2:16][CH3:17])[CH2:10]1, predict the reactants needed to synthesize it. The reactants are: [F:1][C:2]1[C:7]([F:8])=[CH:6][CH:5]=[CH:4][C:3]=1[C:9]1([O:14][CH3:15])[CH2:13][CH2:12][NH:11][CH2:10]1.[C:16](#N)[CH3:17].C(=O)([O-])[O-].[Na+].[Na+].ICC. (4) Given the product [Cl:3][CH2:16][C:14]1[O:13][N:12]=[C:11]([C:5]2[CH:10]=[CH:9][CH:8]=[CH:7][CH:6]=2)[CH:15]=1, predict the reactants needed to synthesize it. The reactants are: S(Cl)([Cl:3])=O.[C:5]1([C:11]2[CH:15]=[C:14]([CH2:16]O)[O:13][N:12]=2)[CH:10]=[CH:9][CH:8]=[CH:7][CH:6]=1.O. (5) Given the product [NH2:8][CH:9]([C:28](=[O:32])[N:29]([CH3:30])[CH3:31])[C:10]1[CH:27]=[CH:26][C:13]([O:14][C:15]2[CH:16]=[CH:17][C:18]([CH2:21][CH2:22][C:23]([OH:25])=[O:24])=[CH:19][CH:20]=2)=[CH:12][CH:11]=1, predict the reactants needed to synthesize it. The reactants are: C(OC([NH:8][CH:9]([C:28](=[O:32])[N:29]([CH3:31])[CH3:30])[C:10]1[CH:27]=[CH:26][C:13]([O:14][C:15]2[CH:20]=[CH:19][C:18]([CH2:21][CH2:22][C:23]([OH:25])=[O:24])=[CH:17][CH:16]=2)=[CH:12][CH:11]=1)=O)(C)(C)C. (6) The reactants are: [F:1][C:2]1[CH:30]=[CH:29][C:5]2[N:6]=[C:7]([NH:9][C@H:10]3[CH2:14][CH2:13][CH2:12][C@@H:11]3[NH:15][C:16](=[O:28])[C:17]3[CH:22]=[CH:21][CH:20]=[CH:19][C:18]=3N3C=CC=N3)[S:8][C:4]=2[CH:3]=1.[CH2:31]([O:33]C1C=CC=CC=1C(O)=O)[CH3:32].Cl.FC1C=CC2N=C(N[C@H]3CCC[C@@H]3N)SC=2C=1. Given the product [CH2:31]([O:33][C:18]1[CH:19]=[CH:20][CH:21]=[CH:22][C:17]=1[C:16]([NH:15][C@H:11]1[CH2:12][CH2:13][CH2:14][C@@H:10]1[NH:9][C:7]1[S:8][C:4]2[CH:3]=[C:2]([F:1])[CH:30]=[CH:29][C:5]=2[N:6]=1)=[O:28])[CH3:32], predict the reactants needed to synthesize it. (7) Given the product [CH3:37][N:34]1[CH2:35][CH2:36][N:31]([C:27]2[N:26]3[C:38]([CH2:39][OH:40])=[C:23]([CH2:22][N:11]([CH2:9][CH2:6][CH3:5])[C@@H:12]4[C:21]5[N:20]=[CH:19][CH:18]=[CH:17][C:16]=5[CH2:15][CH2:14][CH2:13]4)[N:24]=[C:25]3[CH:30]=[CH:29][CH:28]=2)[CH2:32][CH2:33]1, predict the reactants needed to synthesize it. The reactants are: COC1C=C[C:6]([C@@H:9]([N:11]([CH2:22][C:23]2[N:24]=[C:25]3[CH:30]=[CH:29][CH:28]=[C:27]([N:31]4[CH2:36][CH2:35][N:34]([CH3:37])[CH2:33][CH2:32]4)[N:26]3[C:38]=2[CH2:39][OH:40])[C@@H:12]2[C:21]3[N:20]=[CH:19][CH:18]=[CH:17][C:16]=3[CH2:15][CH2:14][CH2:13]2)C)=[CH:5]C=1.C(=O)CC. (8) The reactants are: [CH3:1][O:2][C:3]1[CH:9]=[CH:8][C:7]([O:10]C)=[CH:6][C:4]=1[NH2:5].C[O:13][C:14]1[CH:22]=[CH:21][C:17](C(Cl)=O)=[CH:16][CH:15]=1. Given the product [OH:13][C:14]1[CH:22]=[CH:21][C:17]([C:1]2[O:2][C:3]3[CH:9]=[CH:8][C:7]([OH:10])=[CH:6][C:4]=3[N:5]=2)=[CH:16][CH:15]=1, predict the reactants needed to synthesize it. (9) Given the product [ClH:45].[ClH:45].[O:1]([C:8]1[C:9]([NH:21][C:22]2[S:23][CH:42]=[C:41]([CH:38]3[CH2:39][CH2:40][N:35]([C:32](=[O:34])[CH3:33])[CH2:36][CH2:37]3)[N:24]=2)=[N:10][CH:11]=[C:12]([S:14][C:15]2[CH:20]=[CH:19][CH:18]=[CH:17][N:16]=2)[CH:13]=1)[C:2]1[CH:7]=[CH:6][CH:5]=[CH:4][CH:3]=1, predict the reactants needed to synthesize it. The reactants are: [O:1]([C:8]1[C:9]([NH:21][C:22]([NH2:24])=[S:23])=[N:10][CH:11]=[C:12]([S:14][C:15]2[CH:20]=[CH:19][CH:18]=[CH:17][N:16]=2)[CH:13]=1)[C:2]1[CH:7]=[CH:6][CH:5]=[CH:4][CH:3]=1.C(N(CC)CC)C.[C:32]([N:35]1[CH2:40][CH2:39][CH:38]([C:41](=O)[CH2:42]Br)[CH2:37][CH2:36]1)(=[O:34])[CH3:33].[ClH:45]. (10) Given the product [I:1][C:2]1[CH:7]=[C:6]([O:8][CH3:9])[N:5]=[CH:4][C:3]=1[NH2:10], predict the reactants needed to synthesize it. The reactants are: [I:1][C:2]1[CH:7]=[C:6]([O:8][CH3:9])[N:5]=[CH:4][C:3]=1[NH:10]C(=O)C(C)(C)C.S(=O)(=O)(O)O.C(=O)(O)[O-].[Na+].